From a dataset of Forward reaction prediction with 1.9M reactions from USPTO patents (1976-2016). Predict the product of the given reaction. (1) The product is: [C:1]([N:9]1[C:17]2[C:12](=[CH:13][C:14]([NH:18][S:19]([CH3:22])(=[O:21])=[O:20])=[CH:15][CH:16]=2)[CH:11]=[CH:10]1)(=[O:8])[C:2]1[CH:3]=[CH:4][CH:5]=[CH:6][CH:7]=1. Given the reactants [C:1]([N:9]1[C:17]2[C:12](=[CH:13][C:14]([NH2:18])=[CH:15][CH:16]=2)[CH:11]=[CH:10]1)(=[O:8])[C:2]1[CH:7]=[CH:6][CH:5]=[CH:4][CH:3]=1.[S:19](Cl)([CH3:22])(=[O:21])=[O:20].C(N(CC)CC)C.O, predict the reaction product. (2) Given the reactants C(OC([N:8]1[CH2:13][CH2:12][CH:11]([C:14]2[CH:19]=[CH:18][C:17]([O:20][CH2:21][CH2:22][CH2:23][O:24][CH2:25][C:26]3[CH:31]=[CH:30][CH:29]=[CH:28][C:27]=3[O:32][CH3:33])=[CH:16][CH:15]=2)[CH:10]([NH:34][CH2:35][C:36]2[CH:45]=[CH:44][C:43]3[C:38](=[CH:39][CH:40]=[CH:41][CH:42]=3)[CH:37]=2)[CH2:9]1)=O)(C)(C)C.C(Cl)(=O)C, predict the reaction product. The product is: [CH3:33][O:32][C:27]1[CH:28]=[CH:29][CH:30]=[CH:31][C:26]=1[CH2:25][O:24][CH2:23][CH2:22][CH2:21][O:20][C:17]1[CH:16]=[CH:15][C:14]([CH:11]2[CH2:12][CH2:13][NH:8][CH2:9][CH:10]2[NH:34][CH2:35][C:36]2[CH:45]=[CH:44][C:43]3[C:38](=[CH:39][CH:40]=[CH:41][CH:42]=3)[CH:37]=2)=[CH:19][CH:18]=1.